The task is: Predict which catalyst facilitates the given reaction.. This data is from Catalyst prediction with 721,799 reactions and 888 catalyst types from USPTO. (1) Product: [Cl:1][C:2]1[CH:26]=[CH:25][CH:24]=[C:23]([Cl:27])[C:3]=1[C:4]([N:6]([CH3:30])[C:7]([N:8]([C:10]1[CH:15]=[CH:14][C:13]([S:16][C:17]([F:20])([F:19])[F:18])=[CH:12][C:11]=1[F:21])[CH3:9])=[O:22])=[O:5]. Reactant: [Cl:1][C:2]1[CH:26]=[CH:25][CH:24]=[C:23]([Cl:27])[C:3]=1[C:4]([NH:6][C:7](=[O:22])[N:8]([C:10]1[CH:15]=[CH:14][C:13]([S:16][C:17]([F:20])([F:19])[F:18])=[CH:12][C:11]=1[F:21])[CH3:9])=[O:5].[H-].[Na+].[CH3:30]I.[Cl-].[NH4+]. The catalyst class is: 264. (2) Reactant: C1CCC(N=C=NC2CCCCC2)CC1.CCN(C(C)C)C(C)C.[NH:25]1[C:33]2[C:28](=[CH:29][CH:30]=[CH:31][CH:32]=2)[C:27](/[CH:34]=[CH:35]/[C:36]([OH:38])=O)=[CH:26]1.[NH2:39][C:40]1[CH:41]=[C:42]([CH:48]=[CH:49][C:50]=1[OH:51])[C:43]([N:45]([CH3:47])[CH3:46])=[O:44]. The catalyst class is: 1. Product: [NH:25]1[C:33]2[C:28](=[CH:29][CH:30]=[CH:31][CH:32]=2)[C:27]([CH:34]=[CH:35][C:36]([NH:39][C:40]2[CH:41]=[C:42]([CH:48]=[CH:49][C:50]=2[OH:51])[C:43]([N:45]([CH3:47])[CH3:46])=[O:44])=[O:38])=[CH:26]1. (3) Reactant: Cl.[C:2]([C:6]1[CH:10]=[CH:9][N:8]([CH2:11]Cl)[N:7]=1)([CH3:5])([CH3:4])[CH3:3].[F:13][C:14]([F:23])([F:22])[CH2:15][CH2:16][CH:17]([C:20]#[N:21])[C:18]#[N:19].C(=O)([O-])[O-].[K+].[K+].O. Product: [C:2]([C:6]1[CH:10]=[CH:9][N:8]([CH2:11][C:17]([CH2:16][CH2:15][C:14]([F:13])([F:22])[F:23])([C:18]#[N:19])[C:20]#[N:21])[N:7]=1)([CH3:5])([CH3:4])[CH3:3]. The catalyst class is: 9. (4) The catalyst class is: 28. Reactant: [CH2:1]([Mg]Br)[CH:2]=[CH2:3].[C:6]1([CH2:12][O:13][CH2:14][C@H:15]2[O:17][C@H:16]2[CH2:18][OH:19])[CH:11]=[CH:10][CH:9]=[CH:8][CH:7]=1. Product: [C:6]1([CH2:12][O:13][CH2:14][C@@H:15]([OH:17])[C@H:16]([CH2:3][CH:2]=[CH2:1])[CH2:18][OH:19])[CH:11]=[CH:10][CH:9]=[CH:8][CH:7]=1.